Dataset: Reaction yield outcomes from USPTO patents with 853,638 reactions. Task: Predict the reaction yield, written as a fraction of the theoretical maximum amount of product (1.0 means a 100% yield; for example, 0.34 means a 34% yield). (1) The reactants are [CH2:1]([N:3]1[CH:7]=[CH:6][N:5]=[C:4]1[CH2:8][S:9][C:10]1[N:15]=[C:14]([OH:16])[CH:13]=[C:12]([CH3:17])[N:11]=1)[CH3:2].[ClH:18].O1CCOCC1. The catalyst is CO. The product is [ClH:18].[ClH:18].[CH2:1]([N:3]1[CH:7]=[CH:6][N:5]=[C:4]1[CH2:8][S:9][C:10]1[N:15]=[C:14]([OH:16])[CH:13]=[C:12]([CH3:17])[N:11]=1)[CH3:2]. The yield is 0.990. (2) The reactants are [F:1][C:2]1[C:7]([F:8])=[CH:6][CH:5]=[CH:4][C:3]=1[C:9]1[CH:14]=[CH:13][CH:12]=[C:11]([N:15]2[CH2:20][CH2:19][N:18](C(OC(C)(C)C)=O)[CH2:17][CH2:16]2)[CH:10]=1. The catalyst is FC(F)(F)C(O)=O.C(Cl)Cl. The product is [F:1][C:2]1[C:7]([F:8])=[CH:6][CH:5]=[CH:4][C:3]=1[C:9]1[CH:14]=[CH:13][CH:12]=[C:11]([N:15]2[CH2:16][CH2:17][NH:18][CH2:19][CH2:20]2)[CH:10]=1. The yield is 0.960. (3) The reactants are [CH2:1]([C:9]1[CH:14]=[CH:13][C:12]([NH2:15])=[CH:11][CH:10]=1)[C:2]1[CH:7]=[CH:6][C:5]([NH2:8])=[CH:4][CH:3]=1. The catalyst is [Pt].C(C(C)=O)C. The product is [CH:1]([NH:15][C:12]1[CH:13]=[CH:14][C:9]([CH2:1][C:2]2[CH:3]=[CH:4][C:5]([NH:8][CH:5]([CH2:6][CH3:7])[CH3:4])=[CH:6][CH:7]=2)=[CH:10][CH:11]=1)([CH2:2][CH3:3])[CH3:9]. The yield is 0.950. (4) The reactants are [N+:1]([C:4]1[CH:5]=[C:6]2[C:10](=[CH:11][CH:12]=1)[NH:9][C:8](=[O:13])[CH2:7]2)([O-])=O. The catalyst is [Pd].C(O)(=O)C. The product is [NH2:1][C:4]1[CH:5]=[C:6]2[C:10](=[CH:11][CH:12]=1)[NH:9][C:8](=[O:13])[CH2:7]2. The yield is 0.690. (5) The reactants are Cl.[OH:2][C@H:3]1[CH2:7][NH:6][C@H:5]([C:8]([OH:10])=[O:9])[CH2:4]1.S(Cl)([Cl:13])=O.[CH3:15]O. No catalyst specified. The product is [ClH:13].[OH:2][C@H:3]1[CH2:7][NH:6][C@H:5]([C:8]([O:10][CH3:15])=[O:9])[CH2:4]1. The yield is 0.920. (6) The reactants are [OH:1][C:2]1[C:3]([C:12]([OH:14])=[O:13])=[CH:4][C:5]2[C:10]([CH:11]=1)=[CH:9][CH:8]=[CH:7][CH:6]=2.[Br:15]Br. The catalyst is C(O)(=O)C. The product is [Br:15][C:11]1[C:10]2[C:5](=[CH:6][CH:7]=[CH:8][CH:9]=2)[CH:4]=[C:3]([C:12]([OH:14])=[O:13])[C:2]=1[OH:1]. The yield is 0.880. (7) The reactants are [C:1]([O:9]CC)([O:6][CH2:7][CH3:8])(OCC)[CH3:2].[CH3:12][C:13]1([CH3:24])[CH2:18][C:17]([CH3:20])([CH3:19])[CH2:16][C:15](=[CH:21][CH2:22]O)[CH2:14]1.C(O)(=O)CC. No catalyst specified. The product is [CH3:19][C:17]1([CH3:20])[CH2:18][C:13]([CH3:24])([CH3:12])[CH2:14][C:15]([CH2:2][C:1]([O:6][CH2:7][CH3:8])=[O:9])([CH:21]=[CH2:22])[CH2:16]1. The yield is 0.730. (8) The reactants are C([O:3][C:4](=[O:18])[CH2:5][C@@H:6]([NH:14]C(=O)C)[C@H:7]([CH3:13])[C@H:8]([CH3:12])[CH2:9][CH2:10][CH3:11])C.[ClH:19]. No catalyst specified. The product is [ClH:19].[NH2:14][C@@H:6]([C@H:7]([CH3:13])[C@H:8]([CH3:12])[CH2:9][CH2:10][CH3:11])[CH2:5][C:4]([OH:18])=[O:3]. The yield is 0.670. (9) The reactants are [CH3:1][C:2]([N:10]1[CH:14]=[C:13]([C:15]2[CH:20]=[CH:19][N:18]=[C:17]3[N:21](COCC[Si](C)(C)C)[CH:22]=[CH:23][C:16]=23)[CH:12]=[N:11]1)([CH3:9])[CH2:3][C:4]([O:6][CH2:7][CH3:8])=[O:5].[C:32]([OH:38])([C:34]([F:37])([F:36])[F:35])=[O:33]. No catalyst specified. The product is [F:35][C:34]([F:37])([F:36])[C:32]([OH:38])=[O:33].[CH3:9][C:2]([N:10]1[CH:14]=[C:13]([C:15]2[CH:20]=[CH:19][N:18]=[C:17]3[NH:21][CH:22]=[CH:23][C:16]=23)[CH:12]=[N:11]1)([CH3:1])[CH2:3][C:4]([O:6][CH2:7][CH3:8])=[O:5]. The yield is 0.260.